From a dataset of Full USPTO retrosynthesis dataset with 1.9M reactions from patents (1976-2016). Predict the reactants needed to synthesize the given product. (1) Given the product [CH3:4][O:5][C:6](=[O:34])[C:7]1[C:8](=[CH:13][C:14]([N:17]([C:18]2[CH:23]=[CH:22][CH:21]=[CH:20][C:19]=2[NH2:24])[CH2:27][C:28]2[CH:33]=[CH:32][CH:31]=[CH:30][CH:29]=2)=[CH:15][CH:16]=1)[C:9]([O:11][CH3:12])=[O:10], predict the reactants needed to synthesize it. The reactants are: O.O.[Cl-].[CH3:4][O:5][C:6](=[O:34])[C:7]1[C:8](=[CH:13][C:14]([N:17]([CH2:27][C:28]2[CH:33]=[CH:32][CH:31]=[CH:30][CH:29]=2)[C:18]2[CH:23]=[CH:22][CH:21]=[CH:20][C:19]=2[N+:24]([O-])=O)=[CH:15][CH:16]=1)[C:9]([O:11][CH3:12])=[O:10].O. (2) Given the product [Cl:1][C:2]1[CH:3]=[C:4]2[C:10]([C:11]3[N:16]=[C:15]([NH:17][C@H:18]4[CH2:22][CH2:21][N:20]([S:23]([CH2:26][CH3:29])(=[O:24])=[O:25])[CH2:19]4)[C:14]([F:27])=[CH:13][N:12]=3)=[CH:9][NH:8][C:5]2=[N:6][CH:7]=1, predict the reactants needed to synthesize it. The reactants are: [Cl:1][C:2]1[CH:3]=[C:4]2[C:10]([C:11]3[N:16]=[C:15]([NH:17][C@H:18]4[CH2:22][CH2:21][N:20]([S:23]([CH3:26])(=[O:25])=[O:24])[CH2:19]4)[C:14]([F:27])=[CH:13][N:12]=3)=[CH:9][NH:8][C:5]2=[N:6][CH:7]=1.Cl[C:29]1C=C2C(C3N=C(N[C@H]4CCNC4)C(F)=CN=3)=CN(S(C3C=CC(C)=CC=3)(=O)=O)C2=NC=1.C(S(Cl)(=O)=O)C.